From a dataset of Choline transporter screen with 302,306 compounds. Binary Classification. Given a drug SMILES string, predict its activity (active/inactive) in a high-throughput screening assay against a specified biological target. (1) The drug is s1c(NC(=O)C2Oc3c(OC2)cccc3)nnc1C(F)(F)F. The result is 1 (active). (2) The compound is O=C(N1CCN(CC1)Cc1ccccc1)Cn1nc([N+]([O-])=O)cc1C. The result is 0 (inactive). (3) The drug is s1c(c(c(c1NC(=O)CSc1oc(nn1)c1cccnc1)C(OCC)=O)C)C. The result is 0 (inactive). (4) The drug is FC(F)(F)c1cc(OCC(=O)Nc2c(cc(N3CCCC3)cc2)C)ccc1. The result is 0 (inactive). (5) The compound is O(c1ccc(n2nc(c(O)cc2=O)C(OC)=O)cc1)c1ccccc1. The result is 0 (inactive). (6) The drug is O1c2n[nH]c(c2C(c2cc(OC)ccc2)C(=C1N)C#N)COC. The result is 0 (inactive). (7) The molecule is O=C1CC(CC(N(c2ccccc2)C)=C1C(=O)CCC)(C)C. The result is 0 (inactive). (8) The molecule is O(C(C)C(OCC)=O)c1ccc(OCc2ccccc2)cc1. The result is 0 (inactive). (9) The drug is Clc1cc(CN2c3c(S(=O)(=O)c4c(C2=O)cccc4)ccc(C(=O)NCC2N(CCC2)CC)c3)ccc1. The result is 1 (active).